From a dataset of Reaction yield outcomes from USPTO patents with 853,638 reactions. Predict the reaction yield, written as a fraction of the theoretical maximum amount of product (1.0 means a 100% yield; for example, 0.34 means a 34% yield). The reactants are C([NH:4][C:5]1[N:14]=[C:13](C2N=CNN=2)[C:12]2[C:7](=[CH:8][CH:9]=[C:10]([Br:20])[CH:11]=2)[N:6]=1)(=O)C.[CH:21]1([NH2:27])[CH2:26][CH2:25][CH2:24][CH2:23][CH2:22]1. No catalyst specified. The product is [NH2:4][C:5]1[N:14]=[C:13]([NH:27][CH:21]2[CH2:26][CH2:25][CH2:24][CH2:23][CH2:22]2)[C:12]2[C:7](=[CH:8][CH:9]=[C:10]([Br:20])[CH:11]=2)[N:6]=1. The yield is 0.930.